This data is from Forward reaction prediction with 1.9M reactions from USPTO patents (1976-2016). The task is: Predict the product of the given reaction. (1) Given the reactants [CH:1]([C:4]1[O:8][C:7]([NH2:9])=[N:6][N:5]=1)([CH3:3])[CH3:2].[NH2:10][C:11]1[N:16]=[CH:15][C:14]([C:17]#[C:18][C:19]2[CH:20]=[C:21]([NH:25][C:26](=O)[O:27]C3C=CC=CC=3)[CH:22]=[CH:23][CH:24]=2)=[CH:13][N:12]=1, predict the reaction product. The product is: [NH2:10][C:11]1[N:16]=[CH:15][C:14]([C:17]#[C:18][C:19]2[CH:20]=[C:21]([NH:25][C:26]([NH:9][C:7]3[O:8][C:4]([CH:1]([CH3:3])[CH3:2])=[N:5][N:6]=3)=[O:27])[CH:22]=[CH:23][CH:24]=2)=[CH:13][N:12]=1. (2) Given the reactants Br[C:2]1[CH:7]=[CH:6][CH:5]=[CH:4][C:3]=1[CH:8]([F:10])[F:9].C([Li])CCC.CN(C)[CH:18]=[O:19].[Cl-].[NH4+], predict the reaction product. The product is: [F:9][CH:8]([F:10])[C:3]1[CH:4]=[CH:5][CH:6]=[CH:7][C:2]=1[CH:18]=[O:19]. (3) Given the reactants [C:1]([NH:7][C:8]1[CH:9]=[C:10]([CH:16]=[CH:17][CH:18]=1)[C:11]([O:13][CH2:14][CH3:15])=[O:12])(=[O:6])[CH2:2][CH2:3][CH2:4][CH3:5].CC(C)([O-])C.[K+].[C:25]1([C:31]([C:57]2[CH:62]=[CH:61][CH:60]=[CH:59][CH:58]=2)([C:51]2[CH:56]=[CH:55][CH:54]=[CH:53][CH:52]=2)[N:32]2[N:36]=[C:35]([C:37]3[CH:42]=[CH:41][CH:40]=[CH:39][C:38]=3[C:43]3[CH:48]=[CH:47][C:46]([CH2:49]Br)=[CH:45][CH:44]=3)[N:34]=[N:33]2)[CH:30]=[CH:29][CH:28]=[CH:27][CH:26]=1.C(OCC)(=O)C.O, predict the reaction product. The product is: [C:57]1([C:31]([C:25]2[CH:30]=[CH:29][CH:28]=[CH:27][CH:26]=2)([C:51]2[CH:52]=[CH:53][CH:54]=[CH:55][CH:56]=2)[N:32]2[N:36]=[C:35]([C:37]3[CH:42]=[CH:41][CH:40]=[CH:39][C:38]=3[C:43]3[CH:48]=[CH:47][C:46]([CH2:49][N:7]([C:8]4[CH:9]=[C:10]([CH:16]=[CH:17][CH:18]=4)[C:11]([O:13][CH2:14][CH3:15])=[O:12])[C:1](=[O:6])[CH2:2][CH2:3][CH2:4][CH3:5])=[CH:45][CH:44]=3)[N:34]=[N:33]2)[CH:62]=[CH:61][CH:60]=[CH:59][CH:58]=1. (4) The product is: [O:43]1[C:42]2[CH:47]=[CH:48][C:39]([CH2:38][N:13]([CH:14]3[CH2:19][CH2:18][N:17]([CH2:20][CH2:21][N:22]4[C:31]5[C:26](=[CH:27][CH:28]=[C:29]([O:32][CH3:33])[CH:30]=5)[C:25]([C:34]([NH:57][CH2:58][C:59]5[CH:60]=[N:61][CH:62]=[CH:63][CH:64]=5)=[O:36])=[CH:24][C:23]4=[O:37])[CH2:16][CH2:15]3)[C:11](=[O:12])[O:10][C:6]([CH3:8])([CH3:9])[CH3:7])=[CH:40][C:41]=2[O:46][CH2:45][CH2:44]1. Given the reactants O1CCCC1.[C:6]([O:10][C:11]([N:13]([CH2:38][C:39]1[CH:48]=[CH:47][C:42]2[O:43][CH2:44][CH2:45][O:46][C:41]=2[CH:40]=1)[CH:14]1[CH2:19][CH2:18][N:17]([CH2:20][CH2:21][N:22]2[C:31]3[C:26](=[CH:27][CH:28]=[C:29]([O:32][CH3:33])[CH:30]=3)[C:25]([C:34]([OH:36])=O)=[CH:24][C:23]2=[O:37])[CH2:16][CH2:15]1)=[O:12])([CH3:9])([CH3:8])[CH3:7].C(Cl)(=O)OCC(C)C.[NH2:57][CH2:58][C:59]1[CH:60]=[N:61][CH:62]=[CH:63][CH:64]=1, predict the reaction product.